This data is from Full USPTO retrosynthesis dataset with 1.9M reactions from patents (1976-2016). The task is: Predict the reactants needed to synthesize the given product. (1) Given the product [Cl:1][C:2]1[CH:7]=[CH:6][N:5]=[C:4]2[CH:8]=[C:9]([C:25]3[CH:30]=[N:29][C:28]([O:31][CH3:32])=[CH:27][CH:26]=3)[S:10][C:3]=12, predict the reactants needed to synthesize it. The reactants are: [Cl:1][C:2]1[CH:7]=[CH:6][N:5]=[C:4]2[CH:8]=[C:9]([Sn](CCCC)(CCCC)CCCC)[S:10][C:3]=12.Br[C:25]1[CH:26]=[CH:27][C:28]([O:31][CH3:32])=[N:29][CH:30]=1. (2) Given the product [Cl:40][C:19]1[N:20]([CH2:22][C:23]2[CH:24]=[CH:25][C:26]([N:29]3[CH:33]=[CH:32][CH:31]=[N:30]3)=[CH:27][CH:28]=2)[N:21]=[C:15]2[N:14]3[C@H:34]4[CH2:39][CH2:38][CH2:37][C@H:35]4[N:36]=[C:13]3[N:12]([CH3:11])[C:17](=[O:18])[C:16]=12, predict the reactants needed to synthesize it. The reactants are: [Li+].C[Si]([N-][Si](C)(C)C)(C)C.[CH3:11][N:12]1[C:17](=[O:18])[C:16]2=[CH:19][N:20]([CH2:22][C:23]3[CH:28]=[CH:27][C:26]([N:29]4[CH:33]=[CH:32][CH:31]=[N:30]4)=[CH:25][CH:24]=3)[N:21]=[C:15]2[N:14]2[C@H:34]3[CH2:39][CH2:38][CH2:37][C@H:35]3[N:36]=[C:13]12.[Cl:40]C(Cl)(Cl)C(Cl)(Cl)Cl. (3) Given the product [Br:10][CH2:2][C:3]1[O:4][C:5](=[O:9])[O:6][C:7]=1[CH3:8], predict the reactants needed to synthesize it. The reactants are: Cl[CH2:2][C:3]1[O:4][C:5](=[O:9])[O:6][C:7]=1[CH3:8].[Br-:10].[Na+].CN(C)C=O. (4) Given the product [CH2:28]([C:20]1[C:19]2[C:35]([C:38]3[CH:39]=[CH:40][CH:41]=[CH:42][CH:43]=3)=[N:36][O:37][C:18]=2[C:17]([OH:16])=[C:22]([C:23]([O:25][CH2:26][CH3:27])=[O:24])[N:21]=1)[C:29]1[CH:34]=[CH:33][CH:32]=[CH:31][CH:30]=1, predict the reactants needed to synthesize it. The reactants are: C1C2C(=CC3C(C=2C[O:16][C:17]2[C:18]4[O:37][N:36]=[C:35]([C:38]5[CH:43]=[CH:42][CH:41]=[CH:40][CH:39]=5)[C:19]=4[C:20]([CH2:28][C:29]4[CH:34]=[CH:33][CH:32]=[CH:31][CH:30]=4)=[N:21][C:22]=2[C:23]([O:25][CH2:26][CH3:27])=[O:24])=CC=CC=3)C=CC=1.FC(F)(F)C(O)=O. (5) The reactants are: [CH3:1][O:2][C:3](=[O:33])[C:4]1[CH:9]=[CH:8][CH:7]=[C:6]([CH2:10][N:11]2[CH:15]=[C:14]([C:16]3[CH:21]=[CH:20][C:19]([Cl:22])=[CH:18][C:17]=3[Cl:23])[N:13]=[C:12]2/[CH:24]=[CH:25]/[C:26]2[CH:31]=[CH:30][C:29](Br)=[CH:28][CH:27]=2)[CH:5]=1.[C:34]([NH:41][C:42]1[CH:47]=[CH:46][C:45](B(O)O)=[CH:44][C:43]=1[O:51][CH3:52])([O:36][C:37]([CH3:40])([CH3:39])[CH3:38])=[O:35]. Given the product [CH3:1][O:2][C:3](=[O:33])[C:4]1[CH:9]=[CH:8][CH:7]=[C:6]([CH2:10][N:11]2[CH:15]=[C:14]([C:16]3[CH:21]=[CH:20][C:19]([Cl:22])=[CH:18][C:17]=3[Cl:23])[N:13]=[C:12]2/[CH:24]=[CH:25]/[C:26]2[CH:31]=[CH:30][C:29]([C:45]3[CH:46]=[CH:47][C:42]([NH:41][C:34]([O:36][C:37]([CH3:38])([CH3:39])[CH3:40])=[O:35])=[C:43]([O:51][CH3:52])[CH:44]=3)=[CH:28][CH:27]=2)[CH:5]=1, predict the reactants needed to synthesize it. (6) The reactants are: [C:1]([O:5][C:6](=O)[CH2:7][OH:8])(=O)[CH2:2][OH:3].[NH2:10][CH2:11][CH2:12][CH2:13][CH2:14][CH2:15][NH:16][C:17](=[O:23])[O:18][C:19]([CH3:22])([CH3:21])[CH3:20].C1C[O:27]CC1. Given the product [CH3:21][C:19]([CH3:20])([O:18][C:17](=[O:23])[NH:16][CH2:15][CH2:14][CH2:13][CH2:12][CH2:11][NH:10][C:2](=[O:3])[CH2:1][O:5][CH2:6][C:7]([OH:8])=[O:27])[CH3:22], predict the reactants needed to synthesize it. (7) Given the product [C:19]([O:18][C:17](=[O:23])[NH:15][C:11]1[S:12][CH:13]=[CH:14][C@:9]([C:3]2[CH:4]=[CH:5][CH:6]=[C:7]([CH3:8])[C:2]=2[F:1])([CH3:16])[N:10]=1)([CH3:22])([CH3:21])[CH3:20], predict the reactants needed to synthesize it. The reactants are: [F:1][C:2]1[C:7]([CH3:8])=[CH:6][CH:5]=[CH:4][C:3]=1[C@:9]1([CH3:16])[CH:14]=[CH:13][S:12][C:11]([NH2:15])=[N:10]1.[C:17](=O)([O:23]C(C)(C)C)[O:18][C:19]([CH3:22])([CH3:21])[CH3:20].CO.O.[OH-].[Li+]. (8) Given the product [CH3:20][C:18]1[CH:17]=[CH:16][C:15]2[N:11]([CH2:10][C:9]([OH:22])=[O:8])[C:12](=[O:21])[O:13][C:14]=2[CH:19]=1, predict the reactants needed to synthesize it. The reactants are: C([O:8][C:9](=[O:22])[CH2:10][N:11]1[C:15]2[CH:16]=[CH:17][C:18]([CH3:20])=[CH:19][C:14]=2[O:13][C:12]1=[O:21])C1C=CC=CC=1. (9) Given the product [CH2:1]([O:8][C:9]([N:11]1[CH2:16][CH2:15][CH2:14][CH:13]([N:17]2[C:21]([C:22]3[CH:27]=[CH:26][CH:25]=[CH:24][CH:23]=3)=[C:20]([C:28]([N:58]3[CH2:57][CH2:56][N:55]([C:61]([O:63][C:64]([CH3:67])([CH3:66])[CH3:65])=[O:62])[CH2:60][CH2:59]3)=[O:29])[NH:19][C:18]2=[O:31])[CH2:12]1)=[O:10])[C:2]1[CH:3]=[CH:4][CH:5]=[CH:6][CH:7]=1, predict the reactants needed to synthesize it. The reactants are: [CH2:1]([O:8][C:9]([N:11]1[CH2:16][CH2:15][CH2:14][CH:13]([N:17]2[C:21]([C:22]3[CH:27]=[CH:26][CH:25]=[CH:24][CH:23]=3)=[C:20]([C:28](O)=[O:29])[NH:19][C:18]2=[O:31])[CH2:12]1)=[O:10])[C:2]1[CH:7]=[CH:6][CH:5]=[CH:4][CH:3]=1.C(Cl)CCl.C1C=CC2N(O)N=NC=2C=1.CCN(C(C)C)C(C)C.[N:55]1([C:61]([O:63][C:64]([CH3:67])([CH3:66])[CH3:65])=[O:62])[CH2:60][CH2:59][NH:58][CH2:57][CH2:56]1. (10) Given the product [F:1][C:2]1[CH:31]=[CH:30][C:5]([CH2:6][NH:7][C:8]([C:10]2[N:11]=[C:12]([CH3:29])[N:13]=[C:14]([C:16]3[CH2:20][C@@H:19]([C@H:21]4[CH2:26][O:25][C@H:24]([C:27]([OH:36])=[O:28])[CH2:23][O:22]4)[O:18][N:17]=3)[CH:15]=2)=[O:9])=[CH:4][C:3]=1[O:32][CH3:33], predict the reactants needed to synthesize it. The reactants are: [F:1][C:2]1[CH:31]=[CH:30][C:5]([CH2:6][NH:7][C:8]([C:10]2[CH:15]=[C:14]([C:16]3[CH2:20][C@@H:19]([C@H:21]4[CH2:26][O:25][C@H:24]([CH2:27][OH:28])[CH2:23][O:22]4)[O:18][N:17]=3)[N:13]=[C:12]([CH3:29])[N:11]=2)=[O:9])=[CH:4][C:3]=1[O:32][CH3:33].CC(C)=[O:36].OS(O)(=O)=O.O=[Cr](=O)=O.